Predict the product of the given reaction. From a dataset of Forward reaction prediction with 1.9M reactions from USPTO patents (1976-2016). (1) Given the reactants Br[C:2]1[C:11]2[C:10]([CH3:13])([CH3:12])[CH2:9][CH2:8][C:7]([CH3:15])([CH3:14])[C:6]=2[CH:5]=[C:4]([CH3:16])[C:3]=1[OH:17].C[O-].[Na+].[C:21](OCC)(=[O:23])C.O, predict the reaction product. The product is: [CH3:21][O:23][C:2]1[C:11]2[C:10]([CH3:13])([CH3:12])[CH2:9][CH2:8][C:7]([CH3:15])([CH3:14])[C:6]=2[CH:5]=[C:4]([CH3:16])[C:3]=1[OH:17]. (2) The product is: [Cl:17][CH2:18][CH2:19][C:20]([NH:1][C:2]1[CH:7]=[N:6][C:5]([C:8]#[N:9])=[CH:4][CH:3]=1)=[O:21]. Given the reactants [NH2:1][C:2]1[CH:3]=[CH:4][C:5]([C:8]#[N:9])=[N:6][CH:7]=1.C(N(CC)CC)C.[Cl:17][CH2:18][CH2:19][C:20](Cl)=[O:21], predict the reaction product. (3) Given the reactants [CH2:1]([N:3]([CH2:6][C:7]1[CH:12]=[CH:11][C:10](I)=[CH:9][C:8]=1[F:14])[CH2:4][CH3:5])[CH3:2].[CH3:15][C:16]1[C:17](=[O:23])[NH:18][CH:19]=[C:20]([CH3:22])[CH:21]=1.CNCCNC.P([O-])([O-])([O-])=O.[K+].[K+].[K+], predict the reaction product. The product is: [CH2:1]([N:3]([CH2:6][C:7]1[CH:12]=[CH:11][C:10]([N:18]2[CH:19]=[C:20]([CH3:22])[CH:21]=[C:16]([CH3:15])[C:17]2=[O:23])=[CH:9][C:8]=1[F:14])[CH2:4][CH3:5])[CH3:2]. (4) The product is: [F:12][C:13]1[CH:18]=[CH:17][C:16]([O:19][C:2]2[CH:9]=[CH:8][C:7]([CH:10]=[O:11])=[CH:6][C:3]=2[C:4]#[N:5])=[CH:15][CH:14]=1. Given the reactants F[C:2]1[CH:9]=[CH:8][C:7]([CH:10]=[O:11])=[CH:6][C:3]=1[C:4]#[N:5].[F:12][C:13]1[CH:18]=[CH:17][C:16]([OH:19])=[CH:15][CH:14]=1, predict the reaction product. (5) Given the reactants [C:1]([C:5]1[CH:36]=[CH:35][CH:34]=[CH:33][C:6]=1[O:7][CH:8]1[CH2:13][CH2:12][N:11]([C:14](=[O:32])[CH:15]([C:26]2[CH:31]=[CH:30][CH:29]=[CH:28][CH:27]=2)[C:16](OCC2C=CC=CC=2)=[O:17])[CH2:10][CH2:9]1)([CH3:4])([CH3:3])[CH3:2].[BH4-].[Li+], predict the reaction product. The product is: [C:1]([C:5]1[CH:36]=[CH:35][CH:34]=[CH:33][C:6]=1[O:7][CH:8]1[CH2:13][CH2:12][N:11]([C:14](=[O:32])[CH:15]([C:26]2[CH:27]=[CH:28][CH:29]=[CH:30][CH:31]=2)[CH2:16][OH:17])[CH2:10][CH2:9]1)([CH3:4])([CH3:2])[CH3:3]. (6) The product is: [F:14][C:2]([F:1])([CH3:13])[CH2:3][CH2:4][CH2:5][CH2:6][N:7]1[CH:11]=[CH:10][C:9]([NH:12][C:25](=[O:26])/[CH:24]=[CH:23]/[C:20]2[CH:21]=[CH:22][C:17]([O:16][CH3:15])=[CH:18][CH:19]=2)=[N:8]1. Given the reactants [F:1][C:2]([F:14])([CH3:13])[CH2:3][CH2:4][CH2:5][CH2:6][N:7]1[CH:11]=[CH:10][C:9]([NH2:12])=[N:8]1.[CH3:15][O:16][C:17]1[CH:22]=[CH:21][C:20](/[CH:23]=[CH:24]/[C:25](O)=[O:26])=[CH:19][CH:18]=1, predict the reaction product. (7) Given the reactants [H-].[Na+].[NH:3]1[C:11]2[C:6](=[CH:7][CH:8]=[CH:9][CH:10]=2)[CH:5]=[CH:4]1.I[CH2:13][CH2:14][O:15][CH3:16], predict the reaction product. The product is: [CH3:16][O:15][CH2:14][CH2:13][N:3]1[C:11]2[C:6](=[CH:7][CH:8]=[CH:9][CH:10]=2)[CH:5]=[CH:4]1.